Dataset: NCI-60 drug combinations with 297,098 pairs across 59 cell lines. Task: Regression. Given two drug SMILES strings and cell line genomic features, predict the synergy score measuring deviation from expected non-interaction effect. (1) Drug 1: CCCS(=O)(=O)NC1=C(C(=C(C=C1)F)C(=O)C2=CNC3=C2C=C(C=N3)C4=CC=C(C=C4)Cl)F. Drug 2: C1CC(=O)NC(=O)C1N2CC3=C(C2=O)C=CC=C3N. Cell line: K-562. Synergy scores: CSS=-1.27, Synergy_ZIP=-0.431, Synergy_Bliss=-4.69, Synergy_Loewe=-50.1, Synergy_HSA=-6.85. (2) Drug 1: CC1CCC2CC(C(=CC=CC=CC(CC(C(=O)C(C(C(=CC(C(=O)CC(OC(=O)C3CCCCN3C(=O)C(=O)C1(O2)O)C(C)CC4CCC(C(C4)OC)O)C)C)O)OC)C)C)C)OC. Drug 2: CC12CCC3C(C1CCC2OP(=O)(O)O)CCC4=C3C=CC(=C4)OC(=O)N(CCCl)CCCl.[Na+]. Cell line: HCC-2998. Synergy scores: CSS=-3.80, Synergy_ZIP=-0.763, Synergy_Bliss=-1.35, Synergy_Loewe=-5.12, Synergy_HSA=-5.12. (3) Drug 1: CNC(=O)C1=CC=CC=C1SC2=CC3=C(C=C2)C(=NN3)C=CC4=CC=CC=N4. Drug 2: C(CCl)NC(=O)N(CCCl)N=O. Cell line: CCRF-CEM. Synergy scores: CSS=9.69, Synergy_ZIP=-5.04, Synergy_Bliss=-5.01, Synergy_Loewe=-6.52, Synergy_HSA=-4.67. (4) Drug 1: C1=CC(=CC=C1CCCC(=O)O)N(CCCl)CCCl. Drug 2: CCC1(CC2CC(C3=C(CCN(C2)C1)C4=CC=CC=C4N3)(C5=C(C=C6C(=C5)C78CCN9C7C(C=CC9)(C(C(C8N6C=O)(C(=O)OC)O)OC(=O)C)CC)OC)C(=O)OC)O.OS(=O)(=O)O. Cell line: HCT116. Synergy scores: CSS=51.6, Synergy_ZIP=3.07, Synergy_Bliss=5.94, Synergy_Loewe=-1.08, Synergy_HSA=5.37. (5) Drug 1: CC(C)CN1C=NC2=C1C3=CC=CC=C3N=C2N. Drug 2: CC12CCC3C(C1CCC2OP(=O)(O)O)CCC4=C3C=CC(=C4)OC(=O)N(CCCl)CCCl.[Na+]. Cell line: RXF 393. Synergy scores: CSS=14.2, Synergy_ZIP=-4.92, Synergy_Bliss=-2.99, Synergy_Loewe=-2.10, Synergy_HSA=-2.08. (6) Drug 1: C1CC(C1)(C(=O)O)C(=O)O.[NH2-].[NH2-].[Pt+2]. Drug 2: CS(=O)(=O)OCCCCOS(=O)(=O)C. Cell line: OVCAR-8. Synergy scores: CSS=2.40, Synergy_ZIP=-0.181, Synergy_Bliss=3.86, Synergy_Loewe=0.185, Synergy_HSA=1.12. (7) Drug 1: CN(CC1=CN=C2C(=N1)C(=NC(=N2)N)N)C3=CC=C(C=C3)C(=O)NC(CCC(=O)O)C(=O)O. Drug 2: C1CN1P(=S)(N2CC2)N3CC3. Cell line: RPMI-8226. Synergy scores: CSS=23.2, Synergy_ZIP=-11.5, Synergy_Bliss=-4.82, Synergy_Loewe=-4.40, Synergy_HSA=-3.39.